This data is from Peptide-MHC class I binding affinity with 185,985 pairs from IEDB/IMGT. The task is: Regression. Given a peptide amino acid sequence and an MHC pseudo amino acid sequence, predict their binding affinity value. This is MHC class I binding data. (1) The peptide sequence is TDLEHDRVVL. The MHC is Mamu-B01 with pseudo-sequence Mamu-B01. The binding affinity (normalized) is 0.220. (2) The peptide sequence is TISSESLVY. The MHC is HLA-A02:06 with pseudo-sequence HLA-A02:06. The binding affinity (normalized) is 0. (3) The peptide sequence is RPQLWRYRW. The MHC is HLA-B46:01 with pseudo-sequence HLA-B46:01. The binding affinity (normalized) is 0.0847.